From a dataset of Peptide-MHC class I binding affinity with 185,985 pairs from IEDB/IMGT. Regression. Given a peptide amino acid sequence and an MHC pseudo amino acid sequence, predict their binding affinity value. This is MHC class I binding data. (1) The peptide sequence is ITMGSLFFV. The MHC is HLA-A02:01 with pseudo-sequence HLA-A02:01. The binding affinity (normalized) is 1.00. (2) The peptide sequence is KYIMTCMSA. The MHC is Patr-A0901 with pseudo-sequence Patr-A0901. The binding affinity (normalized) is 0.940.